Predict the reaction yield, written as a fraction of the theoretical maximum amount of product (1.0 means a 100% yield; for example, 0.34 means a 34% yield). From a dataset of Reaction yield outcomes from USPTO patents with 853,638 reactions. The reactants are [NH2:1][C:2]1[C:3]([C:7](=[N:16][OH:17])[NH:8][C:9]2[CH:14]=[CH:13][CH:12]=[C:11](I)[CH:10]=2)=[N:4][O:5][N:6]=1.[CH2:18]([OH:21])[C:19]#[CH:20].C(NCC)C. The catalyst is CN(C)C=O.C(#N)C.O.Cl[Pd](Cl)([P](C1C=CC=CC=1)(C1C=CC=CC=1)C1C=CC=CC=1)[P](C1C=CC=CC=1)(C1C=CC=CC=1)C1C=CC=CC=1.[Cu]I. The product is [NH2:1][C:2]1[C:3]([C:7](=[N:16][OH:17])[NH:8][C:9]2[CH:14]=[CH:13][CH:12]=[C:11]([C:20]#[C:19][CH2:18][OH:21])[CH:10]=2)=[N:4][O:5][N:6]=1. The yield is 0.280.